From a dataset of Full USPTO retrosynthesis dataset with 1.9M reactions from patents (1976-2016). Predict the reactants needed to synthesize the given product. (1) Given the product [NH2:1][C:2]1[N:7]=[C:6]([N:8]2[CH2:13][CH2:12][O:11][CH2:10][CH:9]2[C:14]([NH2:16])=[O:15])[CH:5]=[C:4]([C:23]2[CH:24]=[CH:25][C:20]([C:18]#[N:19])=[C:21]([F:29])[CH:22]=2)[N:3]=1, predict the reactants needed to synthesize it. The reactants are: [NH2:1][C:2]1[N:7]=[C:6]([N:8]2[CH2:13][CH2:12][O:11][CH2:10][CH:9]2[C:14]([NH2:16])=[O:15])[CH:5]=[C:4](Cl)[N:3]=1.[C:18]([C:20]1[CH:25]=[CH:24][C:23](B(O)O)=[CH:22][C:21]=1[F:29])#[N:19]. (2) The reactants are: Br[C:2]1[N:7]([CH2:8][C:9]([O:11][CH3:12])=[O:10])[C:6](=[O:13])[C:5]([NH:14][CH:15]([CH3:17])[CH3:16])=[N:4][CH:3]=1.[O:18]([C:23]([NH:25][C:26]1[CH:27]=[C:28](B(O)O)[CH:29]=[C:30]([N+:32]([O-:34])=[O:33])[CH:31]=1)=[O:24])[C:19]([CH3:22])([CH3:21])[CH3:20].C(=O)([O-])[O-].[Na+].[Na+]. Given the product [C:19]([O:18][C:23]([NH:25][C:26]1[CH:27]=[C:28]([C:2]2[N:7]([CH2:8][C:9]([O:11][CH3:12])=[O:10])[C:6](=[O:13])[C:5]([NH:14][CH:15]([CH3:17])[CH3:16])=[N:4][CH:3]=2)[CH:29]=[C:30]([N+:32]([O-:34])=[O:33])[CH:31]=1)=[O:24])([CH3:22])([CH3:20])[CH3:21], predict the reactants needed to synthesize it. (3) Given the product [Cl:1][C:2]1[CH:16]=[CH:15][C:5]([CH2:6][N:7]([C:17](=[O:22])[CH2:18][CH2:19][CH2:20][CH3:21])[C@H:8]([C:12]([OH:14])=[O:13])[CH:9]([CH3:11])[CH3:10])=[CH:4][CH:3]=1, predict the reactants needed to synthesize it. The reactants are: [Cl:1][C:2]1[CH:16]=[CH:15][C:5]([CH2:6][NH:7][C@H:8]([C:12]([OH:14])=[O:13])[CH:9]([CH3:11])[CH3:10])=[CH:4][CH:3]=1.[C:17](Cl)(=[O:22])[CH2:18][CH2:19][CH2:20][CH3:21].CC1NC=CN=1. (4) Given the product [CH3:3][O:4][C:5](=[O:22])[C:6]1[CH:11]=[CH:10][CH:9]=[C:8]([N+:12]([O-:14])=[O:13])[C:7]=1[N:15]([CH3:23])[C:16](=[O:21])[C:17]([F:19])([F:18])[F:20], predict the reactants needed to synthesize it. The reactants are: [H-].[Na+].[CH3:3][O:4][C:5](=[O:22])[C:6]1[CH:11]=[CH:10][CH:9]=[C:8]([N+:12]([O-:14])=[O:13])[C:7]=1[NH:15][C:16](=[O:21])[C:17]([F:20])([F:19])[F:18].[CH3:23]I. (5) The reactants are: [CH2:1]([O:3][C:4](=O)[C@H:5]([O:7][C:8]1[CH:13]=[C:12]([NH:14][S:15]([CH3:18])(=[O:17])=[O:16])[N:11]=[C:10]([S:19][CH2:20][C:21]2[CH:26]=[CH:25][CH:24]=[C:23]([F:27])[C:22]=2[F:28])[N:9]=1)[CH3:6])[CH3:2].[BH4-].[Li+]. Given the product [CH3:2][CH2:1][O:3][CH2:4][CH3:5].[CH3:24][CH2:23][CH2:22][CH:21]([CH3:26])[CH3:20].[F:28][C:22]1[C:23]([F:27])=[CH:24][CH:25]=[CH:26][C:21]=1[CH2:20][S:19][C:10]1[N:11]=[C:12]([NH:14][S:15]([CH3:18])(=[O:17])=[O:16])[CH:13]=[C:8]([O:7][C@H:5]([CH3:6])[CH2:4][OH:3])[N:9]=1, predict the reactants needed to synthesize it.